This data is from Reaction yield outcomes from USPTO patents with 853,638 reactions. The task is: Predict the reaction yield, written as a fraction of the theoretical maximum amount of product (1.0 means a 100% yield; for example, 0.34 means a 34% yield). (1) The reactants are [OH-].[Na+].C([O:5][C:6](=[O:21])[CH2:7][C:8]([NH:10][C:11]1[CH:16]=[CH:15][CH:14]=[CH:13][C:12]=1[S:17](=[O:20])(=[O:19])[NH2:18])=O)C.Cl. The catalyst is O. The product is [O:19]=[S:17]1(=[O:20])[C:12]2[CH:13]=[CH:14][CH:15]=[CH:16][C:11]=2[NH:10][C:8]([CH2:7][C:6]([OH:5])=[O:21])=[N:18]1. The yield is 0.717. (2) The reactants are [C:1]([O:5][C:6](=[O:13])[NH:7][C@H:8]1[CH2:11][C@H:10]([NH2:12])[CH2:9]1)([CH3:4])([CH3:3])[CH3:2].[Cl:14][C:15]1[C:16]([C:21]([CH3:26])([CH3:25])[C:22](O)=[O:23])=[N:17][CH:18]=[CH:19][N:20]=1.CN(C(ON1N=NC2C=CC=NC1=2)=[N+](C)C)C.F[P-](F)(F)(F)(F)F.C(N(CC)CC)C. The catalyst is C(Cl)Cl.O. The product is [C:1]([O:5][C:6](=[O:13])[NH:7][C@H:8]1[CH2:11][C@H:10]([NH:12][C:22](=[O:23])[C:21]([C:16]2[C:15]([Cl:14])=[N:20][CH:19]=[CH:18][N:17]=2)([CH3:26])[CH3:25])[CH2:9]1)([CH3:4])([CH3:2])[CH3:3]. The yield is 0.746. (3) The reactants are [CH2:1]([O:3][C:4]([C:6]1[CH:7]=[C:8]2[C:13](=[CH:14][CH:15]=1)[C:12]([Br:16])=[N:11][NH:10][C:9]2=[O:17])=[O:5])[CH3:2].[H-].[Na+].Br[CH:21]([CH3:24])[CH2:22]O. The catalyst is CN(C=O)C. The product is [CH2:1]([O:3][C:4]([C:6]1[CH:7]=[C:8]2[C:13](=[CH:14][CH:15]=1)[C:12]([Br:16])=[N:11][N:10]([CH:21]([CH3:24])[CH3:22])[C:9]2=[O:17])=[O:5])[CH3:2]. The yield is 0.340. (4) The reactants are O[C:2]1([CH3:16])[C:10]2[C:5](=[C:6]([N+:11]([O-])=O)[CH:7]=[CH:8][CH:9]=2)[C:4](=[O:14])[N:3]1[CH3:15].[H][H]. The catalyst is [Pd].CC(O)=O. The product is [NH2:11][C:6]1[CH:7]=[CH:8][CH:9]=[C:10]2[C:5]=1[C:4](=[O:14])[N:3]([CH3:15])[CH:2]2[CH3:16]. The yield is 0.500. (5) The reactants are Br[C:2]1[CH:3]=[C:4]2[C:10](I)=[N:9][N:8](C3CCCCO3)[C:5]2=[CH:6][N:7]=1.[C:18]([C:20]1[CH:21]=[C:22]([N:35]2[CH2:40][CH2:39][N:38](C(OC(C)(C)C)=O)[CH2:37][CH2:36]2)[CH:23]=[C:24](B2OC(C)(C)C(C)(C)O2)[CH:25]=1)#[N:19].[N:48]1[CH:53]=[CH:52][CH:51]=[C:50](B2OC(C)(C)C(C)(C)O2)[CH:49]=1. No catalyst specified. The product is [N:35]1([C:22]2[CH:21]=[C:20]([CH:25]=[C:24]([C:10]3[C:4]4[C:5](=[CH:6][N:7]=[C:2]([C:50]5[CH:49]=[N:48][CH:53]=[CH:52][CH:51]=5)[CH:3]=4)[NH:8][N:9]=3)[CH:23]=2)[C:18]#[N:19])[CH2:36][CH2:37][NH:38][CH2:39][CH2:40]1. The yield is 0.190. (6) The catalyst is ClCCl. The product is [Cl:22][C:20]1[C:19]([O:23][C@H:24]2[CH2:29][CH2:28][CH2:27][CH2:26][C@@H:25]2[N:30]2[CH:34]=[CH:33][N:32]=[CH:31]2)=[CH:18][C:17]([F:35])=[C:16]([S:13]([NH:7][C:8]2[N:9]=[CH:10][S:11][CH:12]=2)(=[O:15])=[O:14])[CH:21]=1. The yield is 0.670. The reactants are C(OC(=O)[N:7]([S:13]([C:16]1[CH:21]=[C:20]([Cl:22])[C:19]([O:23][C@H:24]2[CH2:29][CH2:28][CH2:27][CH2:26][C@H:25]2[N:30]2[CH:34]=[CH:33][N:32]=[CH:31]2)=[CH:18][C:17]=1[F:35])(=[O:15])=[O:14])[C:8]1[N:9]=[CH:10][S:11][CH:12]=1)(C)(C)C.FC(F)(F)C(O)=O.